From a dataset of Forward reaction prediction with 1.9M reactions from USPTO patents (1976-2016). Predict the product of the given reaction. (1) Given the reactants C1(P(C2C=CC=CC=2)C2C=CC=CC=2)C=CC=CC=1.N(C(OC(C)(C)C)=O)=NC(OC(C)(C)C)=O.[Cl:36][C:37]1[CH:38]=[CH:39][C:40]([OH:43])=[N:41][CH:42]=1.[CH2:44]([N:51]1[CH2:56][CH2:55][CH:54]([CH:57](O)[CH3:58])[CH:53]([C:60]2[CH:65]=[CH:64][C:63]([Cl:66])=[CH:62][CH:61]=2)[CH2:52]1)[C:45]1[CH:50]=[CH:49][CH:48]=[CH:47][CH:46]=1, predict the reaction product. The product is: [CH2:44]([N:51]1[CH2:56][CH2:55][CH:54]([CH:57]([O:43][C:40]2[CH:39]=[CH:38][C:37]([Cl:36])=[CH:42][N:41]=2)[CH3:58])[CH:53]([C:60]2[CH:65]=[CH:64][C:63]([Cl:66])=[CH:62][CH:61]=2)[CH2:52]1)[C:45]1[CH:46]=[CH:47][CH:48]=[CH:49][CH:50]=1. (2) Given the reactants [F:1][C:2]1[CH:7]=[CH:6][C:5]([NH:8][C:9]([NH2:11])=[O:10])=[CH:4][CH:3]=1.[C:12]([C:14]1[CH:21]=[CH:20][C:17]([CH:18]=O)=[CH:16][CH:15]=1)#[N:13].O=[C:23]([CH3:30])[CH2:24][C:25]([O:27][CH2:28][CH3:29])=[O:26].Cl, predict the reaction product. The product is: [C:12]([C:14]1[CH:21]=[CH:20][C:17]([CH:18]2[C:24]([C:25]([O:27][CH2:28][CH3:29])=[O:26])=[C:23]([CH3:30])[N:8]([C:5]3[CH:4]=[CH:3][C:2]([F:1])=[CH:7][CH:6]=3)[C:9](=[O:10])[NH:11]2)=[CH:16][CH:15]=1)#[N:13]. (3) Given the reactants Cl[CH2:2][CH2:3][N:4]1[CH2:9][CH2:8][O:7][CH2:6][CH2:5]1.[CH3:10][C:11]([CH3:16])([CH3:15])[CH2:12][CH2:13][NH2:14].C(N(C(C)C)CC)(C)C.C(#N)C, predict the reaction product. The product is: [CH3:10][C:11]([CH3:16])([CH3:15])[CH2:12][CH2:13][NH:14][CH2:2][CH2:3][N:4]1[CH2:9][CH2:8][O:7][CH2:6][CH2:5]1.